This data is from Merck oncology drug combination screen with 23,052 pairs across 39 cell lines. The task is: Regression. Given two drug SMILES strings and cell line genomic features, predict the synergy score measuring deviation from expected non-interaction effect. (1) Drug 1: CS(=O)(=O)CCNCc1ccc(-c2ccc3ncnc(Nc4ccc(OCc5cccc(F)c5)c(Cl)c4)c3c2)o1. Drug 2: O=C(O)C1(Cc2cccc(Nc3nccs3)n2)CCC(Oc2cccc(Cl)c2F)CC1. Cell line: NCIH520. Synergy scores: synergy=-16.9. (2) Drug 1: CC1(c2nc3c(C(N)=O)cccc3[nH]2)CCCN1. Drug 2: Cn1cc(-c2cnn3c(N)c(Br)c(C4CCCNC4)nc23)cn1. Cell line: ZR751. Synergy scores: synergy=-32.5. (3) Drug 1: Nc1ccn(C2OC(CO)C(O)C2(F)F)c(=O)n1. Drug 2: COC1=C2CC(C)CC(OC)C(O)C(C)C=C(C)C(OC(N)=O)C(OC)C=CC=C(C)C(=O)NC(=CC1=O)C2=O. Cell line: NCIH1650. Synergy scores: synergy=-9.21. (4) Drug 1: CCC1(O)CC2CN(CCc3c([nH]c4ccccc34)C(C(=O)OC)(c3cc4c(cc3OC)N(C)C3C(O)(C(=O)OC)C(OC(C)=O)C5(CC)C=CCN6CCC43C65)C2)C1. Drug 2: C=CCn1c(=O)c2cnc(Nc3ccc(N4CCN(C)CC4)cc3)nc2n1-c1cccc(C(C)(C)O)n1. Cell line: RKO. Synergy scores: synergy=8.38. (5) Drug 1: O=C(CCCCCCC(=O)Nc1ccccc1)NO. Drug 2: CNC(=O)c1cc(Oc2ccc(NC(=O)Nc3ccc(Cl)c(C(F)(F)F)c3)cc2)ccn1. Cell line: NCIH1650. Synergy scores: synergy=1.64. (6) Drug 1: COC1CC2CCC(C)C(O)(O2)C(=O)C(=O)N2CCCCC2C(=O)OC(C(C)CC2CCC(OP(C)(C)=O)C(OC)C2)CC(=O)C(C)C=C(C)C(O)C(OC)C(=O)C(C)CC(C)C=CC=CC=C1C. Drug 2: Cn1c(=O)n(-c2ccc(C(C)(C)C#N)cc2)c2c3cc(-c4cnc5ccccc5c4)ccc3ncc21. Cell line: LOVO. Synergy scores: synergy=56.9. (7) Drug 1: CN(Cc1cnc2nc(N)nc(N)c2n1)c1ccc(C(=O)NC(CCC(=O)O)C(=O)O)cc1. Cell line: OV90. Synergy scores: synergy=-3.10. Drug 2: CC(C)CC(NC(=O)C(Cc1ccccc1)NC(=O)c1cnccn1)B(O)O.